Task: Predict the reactants needed to synthesize the given product.. Dataset: Retrosynthesis with 50K atom-mapped reactions and 10 reaction types from USPTO Given the product C[C@H](Sc1nc(N)c(C#N)c(-c2ccc(OCCO)cc2)c1C#N)c1cccc(C(=O)O)c1, predict the reactants needed to synthesize it. The reactants are: COC(=O)c1cccc([C@H](C)Sc2nc(N)c(C#N)c(-c3ccc(OCCO)cc3)c2C#N)c1.